Dataset: Catalyst prediction with 721,799 reactions and 888 catalyst types from USPTO. Task: Predict which catalyst facilitates the given reaction. (1) Reactant: Cl[C:2]1[N:7]=[C:6]([C:8]([F:11])([F:10])[F:9])[C:5]([C:12]([N:14]2[CH2:19][CH2:18][O:17][CH2:16][CH2:15]2)=[O:13])=[CH:4][N:3]=1.[N+:20]([C:23]1[CH:24]=[C:25]2[C:30](=[CH:31][CH:32]=1)[NH:29][CH2:28][CH2:27][CH2:26]2)([O-:22])=[O:21].C1C=CC(P(C2C=CC3C(=CC=CC=3)C=2C2C3C(=CC=CC=3)C=CC=2P(C2C=CC=CC=2)C2C=CC=CC=2)C2C=CC=CC=2)=CC=1.CC(C)([O-])C.[Na+]. Product: [N:14]1([C:12]([C:5]2[C:6]([C:8]([F:11])([F:10])[F:9])=[N:7][C:2]([N:29]3[C:30]4[C:25](=[CH:24][C:23]([N+:20]([O-:22])=[O:21])=[CH:32][CH:31]=4)[CH2:26][CH2:27][CH2:28]3)=[N:3][CH:4]=2)=[O:13])[CH2:19][CH2:18][O:17][CH2:16][CH2:15]1. The catalyst class is: 720. (2) Reactant: [CH2:1]1[CH:5]([CH2:6][CH2:7][CH2:8][CH2:9][C:10]([OH:12])=[O:11])[S:4][S:3][CH2:2]1.C(=O)(O)[O-].[Na+].[BH4-].[Na+].Cl.[H][H]. Product: [SH:4][CH:5]([CH2:1][CH2:2][SH:3])[CH2:6][CH2:7][CH2:8][CH2:9][C:10]([OH:12])=[O:11]. The catalyst class is: 6. (3) Reactant: C(OC([C:8]1[N:9]([CH3:44])[C:10]([NH:13][C:14]([C@@H:16]2[NH:20][C@@H:19]([CH2:21][C:22]([CH3:25])([CH3:24])[CH3:23])[C@:18]3([C:33]4[C:28](=[CH:29][C:30]([Cl:34])=[CH:31][CH:32]=4)[NH:27][C:26]3=[O:35])[C@H:17]2[C:36]2[CH:41]=[CH:40][CH:39]=[C:38]([Cl:42])[C:37]=2[F:43])=[O:15])=[CH:11][CH:12]=1)=O)(C)(C)C.FC(F)(F)C(O)=O. Product: [CH3:44][N:9]1[CH:8]=[CH:12][CH:11]=[C:10]1[NH:13][C:14]([CH:16]1[NH:20][CH:19]([CH2:21][C:22]([CH3:25])([CH3:24])[CH3:23])[C:18]2([C:33]3[C:28](=[CH:29][C:30]([Cl:34])=[CH:31][CH:32]=3)[NH:27][C:26]2=[O:35])[CH:17]1[C:36]1[CH:41]=[CH:40][CH:39]=[C:38]([Cl:42])[C:37]=1[F:43])=[O:15]. The catalyst class is: 4. (4) Reactant: [C:1]([O:5][C:6]([NH:8][CH2:9][CH:10]1[CH2:15][CH2:14][NH:13][CH2:12][CH2:11]1)=[O:7])([CH3:4])([CH3:3])[CH3:2].[Cl:16][C:17]1[C:21](Cl)=[N:20][S:19][N:18]=1.CCN(C(C)C)C(C)C. Product: [C:1]([O:5][C:6](=[O:7])[NH:8][CH2:9][CH:10]1[CH2:11][CH2:12][N:13]([C:21]2[C:17]([Cl:16])=[N:18][S:19][N:20]=2)[CH2:14][CH2:15]1)([CH3:4])([CH3:2])[CH3:3]. The catalyst class is: 517. (5) Reactant: CN(C(/N=N/C(N(C)C)=O)=O)C.C(OC([N:20]1[CH2:25][CH2:24][N:23]([C:26]2[C:27]([O:32]CCO)=[N:28][CH:29]=[CH:30][N:31]=2)[CH2:22][CH2:21]1)=O)(C)(C)C.[C:36]1(P(C2C=CC=CC=2)C2C=CC=CC=2)C=CC=C[CH:37]=1.[OH:55][C:56]1[CH:57]=[C:58]([C:62]([F:65])([F:64])[F:63])[CH:59]=[CH:60][CH:61]=1. Product: [N:23]1([C:26]2[C:27](=[O:32])[N:28]([CH2:36][CH2:37][O:55][C:56]3[CH:61]=[CH:60][CH:59]=[C:58]([C:62]([F:63])([F:64])[F:65])[CH:57]=3)[CH:29]=[CH:30][N:31]=2)[CH2:22][CH2:21][NH:20][CH2:25][CH2:24]1. The catalyst class is: 1.